This data is from Catalyst prediction with 721,799 reactions and 888 catalyst types from USPTO. The task is: Predict which catalyst facilitates the given reaction. (1) Reactant: [CH2:1]([N:5]([CH2:19][C:20]1[CH:32]=[CH:31][C:23]([O:24][CH2:25][C:26]([O:28]CC)=[O:27])=[C:22]([CH3:33])[CH:21]=1)[C:6]1[CH:11]=[N:10][CH:9]=[C:8]([C:12]2[CH:17]=[CH:16][C:15]([CH3:18])=[CH:14][CH:13]=2)[N:7]=1)[CH2:2][CH2:3][CH3:4].[OH-].[Na+]. Product: [CH2:1]([N:5]([CH2:19][C:20]1[CH:32]=[CH:31][C:23]([O:24][CH2:25][C:26]([OH:28])=[O:27])=[C:22]([CH3:33])[CH:21]=1)[C:6]1[CH:11]=[N:10][CH:9]=[C:8]([C:12]2[CH:13]=[CH:14][C:15]([CH3:18])=[CH:16][CH:17]=2)[N:7]=1)[CH2:2][CH2:3][CH3:4]. The catalyst class is: 111. (2) Reactant: [CH2:1]([N:4]1[CH:8]=[CH:7][N:6]=[CH:5]1)[CH:2]=[CH2:3].[CH2:9]([Br:13])[CH2:10][CH2:11][CH3:12].C1(C)C=CC=CC=1. Product: [Br-:13].[CH2:9]([N+:6]1[CH:7]=[CH:8][N:4]([CH2:1][CH:2]=[CH2:3])[CH:5]=1)[CH2:10][CH2:11][CH3:12]. The catalyst class is: 10. (3) Reactant: ClCCl.[CH3:4][C:5]1([CH3:24])[CH2:10][CH:9]([NH:11][CH:12]2[CH2:17][C:16]([CH3:19])([CH3:18])[NH:15][C:14]([CH3:21])([CH3:20])[CH2:13]2)[CH2:8][C:7]([CH3:23])([CH3:22])[NH:6]1.[C:25](Cl)(=[O:28])[CH:26]=[CH2:27].[OH-].[Na+]. Product: [CH3:22][C:7]1([CH3:23])[CH2:8][CH:9]([N:11]([CH:12]2[CH2:17][C:16]([CH3:19])([CH3:18])[NH:15][C:14]([CH3:21])([CH3:20])[CH2:13]2)[C:25](=[O:28])[CH:26]=[CH2:27])[CH2:10][C:5]([CH3:24])([CH3:4])[NH:6]1. The catalyst class is: 777. (4) Reactant: [Br:1][C:2]1[CH:3]=[N:4][C:5](F)=[N:6][CH:7]=1.[F:9][C:10]1[CH:15]=[CH:14][C:13]([C:16]([CH3:20])([CH3:19])[CH2:17][NH2:18])=[CH:12][CH:11]=1.C(=O)([O-])[O-].[K+].[K+]. Product: [Br:1][C:2]1[CH:3]=[N:4][C:5]([NH:18][CH2:17][C:16]([C:13]2[CH:12]=[CH:11][C:10]([F:9])=[CH:15][CH:14]=2)([CH3:20])[CH3:19])=[N:6][CH:7]=1. The catalyst class is: 32. (5) Reactant: FC(F)(F)S(O[C:7]1[CH2:15][C@@H:14]2[N:10]([CH2:11][C@H:12]([O:23][C@@H:24]([C:26]3[CH:31]=[C:30]([C:32]([F:35])([F:34])[F:33])[CH:29]=[C:28]([C:36]([F:39])([F:38])[F:37])[CH:27]=3)[CH3:25])[C@H:13]2[C:16]2[CH:21]=[CH:20][C:19]([F:22])=[CH:18][CH:17]=2)[C:9](=[O:40])[CH:8]=1)(=O)=O.[C:43]([N:47]1[CH2:52][CH:51]=[C:50]([Sn](C)(C)C)[CH2:49][CH2:48]1)([CH3:46])([CH3:45])[CH3:44].[Li+].[Cl-].C(Cl)Cl. Product: [F:39][C:36]([F:37])([F:38])[C:28]1[CH:27]=[C:26]([C@H:24]([O:23][C@H:12]2[CH2:11][N:10]3[C@@H:14]([CH2:15][C:7]([C:50]4[CH2:51][CH2:52][N:47]([C:43]([CH3:46])([CH3:45])[CH3:44])[CH2:48][CH:49]=4)=[CH:8][C:9]3=[O:40])[C@@H:13]2[C:16]2[CH:17]=[CH:18][C:19]([F:22])=[CH:20][CH:21]=2)[CH3:25])[CH:31]=[C:30]([C:32]([F:34])([F:35])[F:33])[CH:29]=1. The catalyst class is: 77. (6) Reactant: [C:1]([O:5][C:6]([NH:8][CH2:9][C@H:10]1[CH2:15][CH2:14][C@H:13]([C:16]([NH:18][C@H:19]([C:37]([NH:39][C:40]2[CH:45]=[CH:44][C:43]([C:46]3[NH:50][C:49]([C:51]([F:59])([F:58])[C:52]([C:55]([OH:57])=[O:56])([F:54])[F:53])=[N:48][N:47]=3)=[CH:42][CH:41]=2)=[O:38])[CH2:20][C:21]2[CH:26]=[CH:25][C:24]([C:27]3[CH:32]=[CH:31][C:30]([C:33]([OH:35])=O)=[CH:29][C:28]=3[CH3:36])=[CH:23][CH:22]=2)=[O:17])[CH2:12][CH2:11]1)=[O:7])([CH3:4])([CH3:3])[CH3:2].[NH2:60][C@@H:61]1[CH2:66][CH2:65][CH2:64][NH:63][C:62]1=[O:67].C(N(CC)C(C)C)(C)C. Product: [C:1]([O:5][C:6]([NH:8][CH2:9][C@H:10]1[CH2:15][CH2:14][C@H:13]([C:16]([NH:18][C@@H:19]([CH2:20][C:21]2[CH:26]=[CH:25][C:24]([C:27]3[CH:32]=[CH:31][C:30]([C:33](=[O:35])[NH:60][C@@H:61]4[CH2:66][CH2:65][CH2:64][NH:63][C:62]4=[O:67])=[CH:29][C:28]=3[CH3:36])=[CH:23][CH:22]=2)[C:37]([NH:39][C:40]2[CH:45]=[CH:44][C:43]([C:46]3[NH:50][C:49]([C:51]([F:59])([F:58])[C:52]([F:53])([F:54])[C:55]([OH:57])=[O:56])=[N:48][N:47]=3)=[CH:42][CH:41]=2)=[O:38])=[O:17])[CH2:12][CH2:11]1)=[O:7])([CH3:3])([CH3:2])[CH3:4]. The catalyst class is: 9.